Dataset: Peptide-MHC class I binding affinity with 185,985 pairs from IEDB/IMGT. Task: Regression. Given a peptide amino acid sequence and an MHC pseudo amino acid sequence, predict their binding affinity value. This is MHC class I binding data. (1) The peptide sequence is IVSDFSSTS. The MHC is H-2-Db with pseudo-sequence H-2-Db. The binding affinity (normalized) is 0. (2) The MHC is HLA-A68:01 with pseudo-sequence HLA-A68:01. The binding affinity (normalized) is 0.750. The peptide sequence is NAISSRVDR.